Dataset: Forward reaction prediction with 1.9M reactions from USPTO patents (1976-2016). Task: Predict the product of the given reaction. (1) Given the reactants [Cl:1][C:2]1[CH:3]=[C:4]2[C:8](=[CH:9][CH:10]=1)[NH:7][C:6]([C:11]([NH:13][NH:14][C:15]([NH:17][C:18]1[CH:23]=[CH:22][CH:21]=[CH:20][CH:19]=1)=[O:16])=[O:12])=[CH:5]2.Br[CH2:25][CH2:26]Br.C(=O)([O-])[O-].[K+].[K+].C(O)(=O)CC(CC(O)=O)(C(O)=O)O, predict the reaction product. The product is: [O:16]=[C:15]1[N:14]([NH:13][C:11]([C:6]2[NH:7][C:8]3[C:4]([CH:5]=2)=[CH:3][C:2]([Cl:1])=[CH:10][CH:9]=3)=[O:12])[CH2:26][CH2:25][N:17]1[C:18]1[CH:23]=[CH:22][CH:21]=[CH:20][CH:19]=1. (2) Given the reactants [N+:1]([C:4]1[CH:5]=[CH:6][C:7]2[C:12](=[O:13])OC(=O)[NH:9][C:8]=2[CH:15]=1)([O-:3])=[O:2].[CH3:16][O:17][C:18]1[CH:25]=[CH:24][CH:23]=[CH:22][C:19]=1[CH2:20][NH2:21].C(Cl)Cl, predict the reaction product. The product is: [NH2:9][C:8]1[CH:15]=[C:4]([N+:1]([O-:3])=[O:2])[CH:5]=[CH:6][C:7]=1[C:12]([NH:21][CH2:20][C:19]1[CH:22]=[CH:23][CH:24]=[CH:25][C:18]=1[O:17][CH3:16])=[O:13]. (3) Given the reactants O[C:2]1[N:7]2[N:8]=[CH:9][CH:10]=[C:6]2[N:5]=[CH:4][C:3]=1[C:11]([O:13][CH2:14][CH3:15])=[O:12].[CH3:16][C:17]1[CH:23]=[CH:22][C:20]([NH2:21])=[C:19]([F:24])[CH:18]=1, predict the reaction product. The product is: [F:24][C:19]1[CH:18]=[C:17]([CH3:16])[CH:23]=[CH:22][C:20]=1[NH:21][C:2]1[N:7]2[N:8]=[CH:9][CH:10]=[C:6]2[N:5]=[CH:4][C:3]=1[C:11]([O:13][CH2:14][CH3:15])=[O:12].